This data is from Catalyst prediction with 721,799 reactions and 888 catalyst types from USPTO. The task is: Predict which catalyst facilitates the given reaction. (1) The catalyst class is: 148. Reactant: [C:1]([C:5]1[O:6][C:7]2[C:13]([C:14]#[N:15])=[C:12]([CH3:16])[C:11](C3C=CC=CC=3)=[C:10](F)[C:8]=2[N:9]=1)([CH3:4])([CH3:3])[CH3:2].C(N([CH2:29][CH3:30])CC)C.[CH3:31][N:32]([CH3:38])[C@H:33]1[CH2:37][CH2:36][NH:35][CH2:34]1.C(=O)([O-])O.[Na+]. Product: [C:1]([CH:5]1[N:9]=[C:8]2[C:10]([N:35]3[CH2:36][CH2:37][C@H:33]([N:32]([CH3:38])[CH3:31])[CH2:34]3)=[CH:11][C:12]([CH3:16])([C:30]3[CH:29]=[CH:10][CH:8]=[CH:7][CH:13]=3)[C:13]([C:14]#[N:15])=[C:7]2[O:6]1)([CH3:3])([CH3:4])[CH3:2]. (2) The catalyst class is: 226. Product: [CH3:29][S:30]([OH:33])(=[O:32])=[O:31].[CH3:13][O:12][C:9]1[CH:10]=[CH:11][C:6]([CH2:5][CH2:4][CH2:3][CH2:2][N:20]2[CH:24]=[CH:23][N:22]=[N:21]2)=[CH:7][CH:8]=1. Reactant: Cl[CH2:2][CH2:3][CH2:4][CH2:5][C:6]1[CH:11]=[CH:10][C:9]([O:12][CH3:13])=[CH:8][CH:7]=1.CC(O)(CC)C.[NH:20]1[CH:24]=[CH:23][N:22]=[N:21]1.[I-].[K+].[OH-].[Na+].[CH3:29][S:30]([OH:33])(=[O:32])=[O:31]. (3) Reactant: [CH3:1][O:2][C:3]([C:5]1[N:6]=[C:7]2[C:12]([C:13]([F:16])([F:15])[F:14])=[CH:11][C:10](Br)=[CH:9][N:8]2[C:18]=1CC(OC)=O)=[O:4].[N+:24](C1C=C(C(F)(F)F)C(N)=NC=1)([O-:26])=[O:25].BrCC(=O)C(OC)=O. Product: [CH3:1][O:2][C:3]([C:5]1[N:6]=[C:7]2[C:12]([C:13]([F:16])([F:15])[F:14])=[CH:11][C:10]([N+:24]([O-:26])=[O:25])=[CH:9][N:8]2[CH:18]=1)=[O:4]. The catalyst class is: 3. (4) Reactant: [S:1]1[C:5]2=[CH:6][N:7]=[CH:8][CH:9]=[C:4]2[CH:3]=[CH:2]1.C([Li])CCC.[B:15](OC(C)C)([O:20]C(C)C)[O:16]C(C)C.Cl. Product: [S:1]1[C:5]2=[CH:6][N:7]=[CH:8][CH:9]=[C:4]2[CH:3]=[C:2]1[B:15]([OH:20])[OH:16]. The catalyst class is: 76. (5) Reactant: [CH3:1][C:2]1[C:3]([CH2:10]O)=[N:4][C:5]([CH3:9])=[C:6]([CH3:8])[N:7]=1.S(Cl)([Cl:14])=O. Product: [ClH:14].[Cl:14][CH2:10][C:3]1[C:2]([CH3:1])=[N:7][C:6]([CH3:8])=[C:5]([CH3:9])[N:4]=1. The catalyst class is: 4. (6) Reactant: [Cl:1][C:2]1[CH:7]=[C:6](I)[C:5]([Cl:9])=[CH:4][N:3]=1.[NH2:10][C:11]1[CH:18]=[CH:17][C:16]([Cl:19])=[CH:15][C:12]=1[C:13]#[N:14].[O-]P(OP(OP([O-])([O-])=O)([O-])=O)(=O)[O-].[K+].[K+].[K+].[K+].[K+].C1C=CC(P(C2C(OC3C(P(C4C=CC=CC=4)C4C=CC=CC=4)=CC=CC=3)=CC=CC=2)C2C=CC=CC=2)=CC=1. Product: [Cl:19][C:16]1[CH:17]=[CH:18][C:11]([NH:10][C:6]2[C:5]([Cl:9])=[CH:4][N:3]=[C:2]([Cl:1])[CH:7]=2)=[C:12]([CH:15]=1)[C:13]#[N:14]. The catalyst class is: 160. (7) Reactant: [CH3:1][C:2]1[S:3][C:4]([C:8]([OH:10])=O)=[C:5]([CH3:7])[N:6]=1.CN(C)C=O.C(Cl)(=O)C(Cl)=O.[NH2:22][C:23]1[CH:24]=[C:25]([CH:42]=[CH:43][C:44]=1[Cl:45])[O:26][C:27]1[CH:28]=[CH:29][C:30]2[N:31]([CH:33]=[C:34]([NH:36][C:37]([CH:39]3[CH2:41][CH2:40]3)=[O:38])[N:35]=2)[N:32]=1. Product: [Cl:45][C:44]1[CH:43]=[CH:42][C:25]([O:26][C:27]2[CH:28]=[CH:29][C:30]3[N:31]([CH:33]=[C:34]([NH:36][C:37]([CH:39]4[CH2:41][CH2:40]4)=[O:38])[N:35]=3)[N:32]=2)=[CH:24][C:23]=1[NH:22][C:8]([C:4]1[S:3][C:2]([CH3:1])=[N:6][C:5]=1[CH3:7])=[O:10]. The catalyst class is: 722. (8) Reactant: [C:1]1([C:7]2[O:11][C:10]([SH:12])=[N:9][N:8]=2)[CH:6]=[CH:5][CH:4]=[CH:3][CH:2]=1.[C:13](=O)([O-])[O-].[K+].[K+].IC.CN(C=O)C. Product: [CH3:13][S:12][C:10]1[O:11][C:7]([C:1]2[CH:2]=[CH:3][CH:4]=[CH:5][CH:6]=2)=[N:8][N:9]=1. The catalyst class is: 25. (9) Reactant: C(O[BH-](O[C:11](=[O:13])[CH3:12])OC(=O)C)(=O)C.[Na+].[O:15]1[C:19]2[CH:20]=[CH:21][C:22]([C:24]3[N:28]=[C:27]([CH:29]4[CH2:34][CH2:33][N:32](S(CC5C=CC=CC=5)(=O)=O)[CH2:31][CH2:30]4)[NH:26][C:25]=3[C:45]3[CH:50]=[CH:49][CH:48]=[CH:47][N:46]=3)=[CH:23][C:18]=2[O:17][CH2:16]1.O1C=C[CH:53]=[C:52]1[CH:56]=O. Product: [O:15]1[C:19]2[CH:20]=[CH:21][C:22]([C:24]3[N:28]=[C:27]([CH:29]4[CH2:34][CH2:33][N:32]([C:31]5[O:13][CH:11]=[CH:12][CH:30]=5)[CH:52]([CH3:56])[CH2:53]4)[NH:26][C:25]=3[C:45]3[CH:50]=[CH:49][CH:48]=[CH:47][N:46]=3)=[CH:23][C:18]=2[O:17][CH2:16]1. The catalyst class is: 4. (10) Product: [CH2:1]([O:8][C:9]([N:11]1[CH2:12][CH2:13][C@:14]2([CH2:17][C:18]3[CH:23]=[CH:22][CH:21]=[CH:20][CH:19]=3)[C@@H:15]([O:32]2)[CH2:16]1)=[O:10])[C:2]1[CH:3]=[CH:4][CH:5]=[CH:6][CH:7]=1. The catalyst class is: 2. Reactant: [CH2:1]([O:8][C:9]([N:11]1[CH2:16][CH:15]=[C:14]([CH2:17][C:18]2[CH:23]=[CH:22][CH:21]=[CH:20][CH:19]=2)[CH2:13][CH2:12]1)=[O:10])[C:2]1[CH:7]=[CH:6][CH:5]=[CH:4][CH:3]=1.C1C=C(Cl)C=C(C(OO)=[O:32])C=1.[OH-].[Na+].